Dataset: Full USPTO retrosynthesis dataset with 1.9M reactions from patents (1976-2016). Task: Predict the reactants needed to synthesize the given product. Given the product [NH2:1][C:2]1[C:11]([SH:12])=[CH:10][C:5]([C:6]([O:8][CH3:9])=[O:7])=[C:4]([NH:22][C:23]2[CH:28]=[CH:27][CH:26]=[CH:25][C:24]=2[F:29])[C:3]=1[F:30], predict the reactants needed to synthesize it. The reactants are: [NH2:1][C:2]1[C:11]([S:12]CC2C=CC(OC)=CC=2)=[CH:10][C:5]([C:6]([O:8][CH3:9])=[O:7])=[C:4]([NH:22][C:23]2[CH:28]=[CH:27][CH:26]=[CH:25][C:24]=2[F:29])[C:3]=1[F:30].C(O)(C(F)(F)F)=O.